From a dataset of Catalyst prediction with 721,799 reactions and 888 catalyst types from USPTO. Predict which catalyst facilitates the given reaction. (1) Reactant: [CH3:1][O:2][C:3]1[CH:8]=[CH:7][C:6]([C:9]([C:70]2[CH:75]=[CH:74][C:73]([O:76][CH3:77])=[CH:72][CH:71]=2)([C:64]2[CH:69]=[CH:68][CH:67]=[CH:66][CH:65]=2)[O:10][CH2:11][CH2:12][CH2:13][N:14]([C:46]2[CH:51]=[CH:50][C:49]([N:52]=[N:53][C:54]3[CH:59]=[CH:58][C:57]([N+:60]([O-:62])=[O:61])=[CH:56][C:55]=3[Cl:63])=[CH:48][CH:47]=2)[CH2:15][CH2:16][CH2:17][C:18]([N:20]2[C:31]3[C:23](=[C:24]4[C:28](=[CH:29][CH:30]=3)[NH:27][CH:26]([C:32](OC3C(F)=C(F)C(F)=C(F)C=3F)=[O:33])[CH2:25]4)[CH:22]=[CH:21]2)=[O:19])=[CH:5][CH:4]=1.C(N(CC)CC)C.[CH:85]1[C:89]2=[C:90]3[C:94](=[CH:95][CH:96]=[C:88]2[NH:87][CH:86]=1)[NH:93][CH:92]([C:97]([N:99]1[C:110]2[C:102](=[C:103]4[C:107](=[CH:108][CH:109]=2)[NH:106][CH:105]([C:111]([O:113][CH2:114][CH2:115][C:116]2[CH:121]=[CH:120][C:119]([N+:122]([O-:124])=[O:123])=[CH:118][CH:117]=2)=[O:112])[CH2:104]4)[CH:101]=[CH:100]1)=[O:98])[CH2:91]3. Product: [CH3:1][O:2][C:3]1[CH:4]=[CH:5][C:6]([C:9]([C:70]2[CH:75]=[CH:74][C:73]([O:76][CH3:77])=[CH:72][CH:71]=2)([C:64]2[CH:69]=[CH:68][CH:67]=[CH:66][CH:65]=2)[O:10][CH2:11][CH2:12][CH2:13][N:14]([C:46]2[CH:51]=[CH:50][C:49]([N:52]=[N:53][C:54]3[CH:59]=[CH:58][C:57]([N+:60]([O-:62])=[O:61])=[CH:56][C:55]=3[Cl:63])=[CH:48][CH:47]=2)[CH2:15][CH2:16][CH2:17][C:18]([N:20]2[C:31]3[C:23](=[C:24]4[C:28](=[CH:29][CH:30]=3)[NH:27][CH:26]([C:32]([N:87]3[C:88]5[C:89](=[C:90]6[C:94](=[CH:95][CH:96]=5)[NH:93][CH:92]([C:97]([N:99]5[C:110]7[C:102](=[C:103]8[C:107](=[CH:108][CH:109]=7)[NH:106][CH:105]([C:111]([O:113][CH2:114][CH2:115][C:116]7[CH:117]=[CH:118][C:119]([N+:122]([O-:124])=[O:123])=[CH:120][CH:121]=7)=[O:112])[CH2:104]8)[CH:101]=[CH:100]5)=[O:98])[CH2:91]6)[CH:85]=[CH:86]3)=[O:33])[CH2:25]4)[CH:22]=[CH:21]2)=[O:19])=[CH:7][CH:8]=1. The catalyst class is: 9. (2) Reactant: [CH3:1][O:2][C:3]1[CH:4]=[C:5]([CH:8]=[CH:9][C:10]=1[O:11][CH2:12][C:13]1[S:17][C:16]([C:18]2[CH:23]=[CH:22][CH:21]=[CH:20][CH:19]=2)=[N:15][C:14]=1[CH3:24])[CH:6]=[O:7].C(O)C.[BH4-].[Na+].O. Product: [CH3:1][O:2][C:3]1[CH:4]=[C:5]([CH2:6][OH:7])[CH:8]=[CH:9][C:10]=1[O:11][CH2:12][C:13]1[S:17][C:16]([C:18]2[CH:19]=[CH:20][CH:21]=[CH:22][CH:23]=2)=[N:15][C:14]=1[CH3:24]. The catalyst class is: 7. (3) Reactant: [F:1][C:2]1[C:3]2[CH:4]=[C:5]3[C:14]4[N:15]=[C:16]([C:19]5[C:20]([N:39]([CH3:44])[S:40]([CH3:43])(=[O:42])=[O:41])=[CH:21][C:22]6[O:26][C:25]([C:27]7[CH:32]=[CH:31][C:30]([F:33])=[CH:29][CH:28]=7)=[C:24]([C:34](=[O:37])[NH:35][CH3:36])[C:23]=6[CH:38]=5)[CH:17]=[CH:18][C:13]=4[O:12][CH:11]([CH2:45][NH:46][CH2:47][C:48]([O:50]CC)=[O:49])[N:6]3[C:7]=2[CH:8]=[CH:9][CH:10]=1.O[Li].O. Product: [F:1][C:2]1[C:3]2[CH:4]=[C:5]3[C:14]4[N:15]=[C:16]([C:19]5[C:20]([N:39]([CH3:44])[S:40]([CH3:43])(=[O:42])=[O:41])=[CH:21][C:22]6[O:26][C:25]([C:27]7[CH:28]=[CH:29][C:30]([F:33])=[CH:31][CH:32]=7)=[C:24]([C:34](=[O:37])[NH:35][CH3:36])[C:23]=6[CH:38]=5)[CH:17]=[CH:18][C:13]=4[O:12][CH:11]([CH2:45][NH:46][CH2:47][C:48]([OH:50])=[O:49])[N:6]3[C:7]=2[CH:8]=[CH:9][CH:10]=1. The catalyst class is: 38. (4) Reactant: [OH-:1].[Na+].C(O[CH2:7][C:8]1[CH:13]=[C:12](C)[C:11]([CH2:15][O:16]C(=O)C)=[CH:10][C:9]=1[O:20][CH2:21][CH2:22][CH:23]([CH3:30])[CH2:24][CH2:25][CH2:26][CH:27]([CH3:29])[CH3:28])(=O)C.[OH2:31].[CH3:32]CCCCC. Product: [OH:1][CH2:7][C:8]1[CH:13]=[C:12]([O:31][CH3:32])[C:11]([CH2:15][OH:16])=[CH:10][C:9]=1[O:20][CH2:21][CH2:22][CH:23]([CH3:30])[CH2:24][CH2:25][CH2:26][CH:27]([CH3:29])[CH3:28]. The catalyst class is: 8. (5) Reactant: [F:1][C:2]1[CH:3]=[CH:4][CH:5]=[C:6]2[C:10]=1[NH:9][C:8](=[O:11])[CH2:7]2.[Cl-].[Li+].C([Li])CCC.Br[CH2:20][CH2:21][CH2:22][CH2:23][CH2:24]Br. Product: [F:1][C:2]1[CH:3]=[CH:4][CH:5]=[C:6]2[C:10]=1[NH:9][C:8](=[O:11])[C:7]12[CH2:24][CH2:23][CH2:22][CH2:21][CH2:20]1. The catalyst class is: 7. (6) Reactant: [CH3:1][C:2]1([CH3:5])[O:4][CH2:3]1.[F:6][C:7]1[CH:12]=[C:11]([S:13]([CH3:16])(=[O:15])=[O:14])[CH:10]=[CH:9][C:8]=1[C:17]1[CH:18]=[C:19]2[CH:25]=[C:24]([CH:26]3[CH2:31][CH2:30][NH:29][CH2:28][CH2:27]3)[O:23][C:20]2=[CH:21][N:22]=1. Product: [F:6][C:7]1[CH:12]=[C:11]([S:13]([CH3:16])(=[O:15])=[O:14])[CH:10]=[CH:9][C:8]=1[C:17]1[CH:18]=[C:19]2[CH:25]=[C:24]([CH:26]3[CH2:31][CH2:30][N:29]([CH2:3][C:2]([CH3:5])([OH:4])[CH3:1])[CH2:28][CH2:27]3)[O:23][C:20]2=[CH:21][N:22]=1. The catalyst class is: 138. (7) Product: [CH3:9][S:8][C:4]1[N:3]=[C:2]([N:10]2[C:18]3[C:13](=[CH:14][CH:15]=[CH:16][CH:17]=3)[CH2:12][CH2:11]2)[CH:7]=[CH:6][N:5]=1. The catalyst class is: 31. Reactant: Cl[C:2]1[CH:7]=[CH:6][N:5]=[C:4]([S:8][CH3:9])[N:3]=1.[NH:10]1[C:18]2[C:13](=[CH:14][CH:15]=[CH:16][CH:17]=2)[CH2:12][CH2:11]1.C(N(CC)C(C)C)(C)C.